Task: Predict the reaction yield, written as a fraction of the theoretical maximum amount of product (1.0 means a 100% yield; for example, 0.34 means a 34% yield).. Dataset: Reaction yield outcomes from USPTO patents with 853,638 reactions (1) The reactants are [NH2:1][C:2]1[CH:9]=[CH:8][C:5]([C:6]#[N:7])=[CH:4][CH:3]=1.[Cl:10]N1C(=O)CCC1=O. The catalyst is CC#N. The product is [NH2:1][C:2]1[CH:9]=[CH:8][C:5]([C:6]#[N:7])=[CH:4][C:3]=1[Cl:10]. The yield is 0.950. (2) The reactants are [CH2:1](C([Sn])=C(CCCC)CCCC)[CH2:2]CC.Br[C:17]1[CH:22]=[C:21]([O:23][CH2:24][F:25])[CH:20]=[C:19]([Br:26])[CH:18]=1.C(C1C=C(C)C=C(C(C)(C)C)C=1O)(C)(C)C.[OH-].[Na+]. The catalyst is C1(C)C=CC=CC=1.C1C=CC([P]([Pd]([P](C2C=CC=CC=2)(C2C=CC=CC=2)C2C=CC=CC=2)([P](C2C=CC=CC=2)(C2C=CC=CC=2)C2C=CC=CC=2)[P](C2C=CC=CC=2)(C2C=CC=CC=2)C2C=CC=CC=2)(C2C=CC=CC=2)C2C=CC=CC=2)=CC=1. The product is [Br:26][C:19]1[CH:18]=[C:17]([CH:1]=[CH2:2])[CH:22]=[C:21]([O:23][CH2:24][F:25])[CH:20]=1. The yield is 0.570. (3) The reactants are [F:1][C:2]1[CH:3]=[CH:4][C:5]([C:8]2[C:12]([CH2:13][O:14][C:15]3[CH:23]=[CH:22][C:18]([C:19]([OH:21])=O)=[CH:17][N:16]=3)=[CH:11][O:10][N:9]=2)=[N:6][CH:7]=1.ClC1C=C(C2C(CO[C:38]3[CH:46]=[CH:45][C:41]([C:42](O)=[O:43])=CN=3)=C(C)ON=2)C=CC=1.FC(F)(F)C[NH2:51]. No catalyst specified. The product is [F:1][C:2]1[CH:3]=[CH:4][C:5]([C:8]2[C:12]([CH2:13][O:14][C:15]3[CH:23]=[CH:22][C:18]([C:19]([NH2:51])=[O:21])=[C:17]([CH:45]4[CH2:46][CH2:38][O:43][CH2:42][CH2:41]4)[N:16]=3)=[CH:11][O:10][N:9]=2)=[N:6][CH:7]=1. The yield is 0.790. (4) The reactants are [C:1]1([C:7]2[C:12]([C:13]3[CH:18]=[CH:17][CH:16]=[CH:15][CH:14]=3)=[CH:11][N:10]=[C:9]([S:19][CH2:20][CH2:21][CH2:22][CH2:23][CH2:24][CH:25]3[CH2:27][CH:26]3[C:28]([O:30]C(C)(C)C)=[O:29])[N:8]=2)[CH:6]=[CH:5][CH:4]=[CH:3][CH:2]=1. The catalyst is ClCCl.C(O)(C(F)(F)F)=O. The product is [C:1]1([C:7]2[C:12]([C:13]3[CH:18]=[CH:17][CH:16]=[CH:15][CH:14]=3)=[CH:11][N:10]=[C:9]([S:19][CH2:20][CH2:21][CH2:22][CH2:23][CH2:24][CH:25]3[CH2:27][CH:26]3[C:28]([OH:30])=[O:29])[N:8]=2)[CH:2]=[CH:3][CH:4]=[CH:5][CH:6]=1. The yield is 0.870. (5) The reactants are C([O:4][CH2:5][C:6]1[CH:7]=[C:8]2[CH:14]=[CH:13][O:12][C:9]2=[CH:10][N:11]=1)(=O)C.[OH-].[Na+]. The catalyst is O1CCOCC1.O. The product is [O:12]1[C:9]2=[CH:10][N:11]=[C:6]([CH2:5][OH:4])[CH:7]=[C:8]2[CH:14]=[CH:13]1. The yield is 0.700.